From a dataset of Reaction yield outcomes from USPTO patents with 853,638 reactions. Predict the reaction yield, written as a fraction of the theoretical maximum amount of product (1.0 means a 100% yield; for example, 0.34 means a 34% yield). (1) The reactants are [O:1]=[C:2]1[CH2:10][C:9]2[C:4](=[CH:5][C:6]([C:11]([C:13]3[CH:18]=[CH:17][C:16]([NH:19][C:20]([C:22]4[N:23]([CH2:28][CH3:29])[N:24]=[C:25]([CH3:27])[CH:26]=4)=[O:21])=[CH:15][CH:14]=3)=[O:12])=[CH:7][CH:8]=2)[NH:3]1.[CH:30](OCC)=[O:31].[O-]CC.[Na+].Cl. The catalyst is C(O)C. The product is [OH:31][CH:30]=[C:10]1[C:9]2[C:4](=[CH:5][C:6]([C:11]([C:13]3[CH:18]=[CH:17][C:16]([NH:19][C:20]([C:22]4[N:23]([CH2:28][CH3:29])[N:24]=[C:25]([CH3:27])[CH:26]=4)=[O:21])=[CH:15][CH:14]=3)=[O:12])=[CH:7][CH:8]=2)[NH:3][C:2]1=[O:1]. The yield is 0.750. (2) The reactants are [C:1]1([C:7]2[C:8](=[O:14])[NH:9][C:10](=[O:13])[NH:11][N:12]=2)[CH:6]=[CH:5][CH:4]=[CH:3][CH:2]=1.C[Si](C([Si](C)(C)C)C(N)=O)(C)C.[F:27][C:28]1[CH:35]=[CH:34][CH:33]=[C:32]([F:36])[C:29]=1[CH2:30]Br. The catalyst is C(#N)C. The product is [F:27][C:28]1[CH:35]=[CH:34][CH:33]=[C:32]([F:36])[C:29]=1[CH2:30][N:11]1[C:10](=[O:13])[NH:9][C:8](=[O:14])[C:7]([C:1]2[CH:2]=[CH:3][CH:4]=[CH:5][CH:6]=2)=[N:12]1. The yield is 0.880. (3) The product is [CH2:1]([C:3]1[C:11]2[C:10](=[O:12])[CH2:9][C:8]([CH3:14])([CH3:13])[CH2:7][C:6]=2[N:5]([C:15]2[CH:22]=[C:21]([NH:23][CH:24]3[CH2:25][CH2:26][O:27][CH2:28][CH2:29]3)[C:18]([C:19]([NH2:20])=[O:33])=[C:17]([F:30])[CH:16]=2)[N:4]=1)[CH3:2]. The yield is 0.690. The reactants are [CH2:1]([C:3]1[C:11]2[C:10](=[O:12])[CH2:9][C:8]([CH3:14])([CH3:13])[CH2:7][C:6]=2[N:5]([C:15]2[CH:22]=[C:21]([NH:23][CH:24]3[CH2:29][CH2:28][O:27][CH2:26][CH2:25]3)[C:18]([C:19]#[N:20])=[C:17]([F:30])[CH:16]=2)[N:4]=1)[CH3:2].CC[OH:33].CS(C)=O. The catalyst is [OH-].[Na+].OO.CCOC(C)=O. (4) The reactants are O1CCCC1.[CH2:6]([O:13][C:14]1[CH:19]=[CH:18][C:17]([CH2:20][C:21](Cl)=[N:22][OH:23])=[CH:16][N:15]=1)[C:7]1[CH:12]=[CH:11][CH:10]=[CH:9][CH:8]=1.[C:25]([C:27]1[CH:28]=[CH:29][C:30]([NH2:33])=[N:31][CH:32]=1)#[CH:26].C(N(CC)CC)C. The catalyst is O. The product is [CH2:6]([O:13][C:14]1[N:15]=[CH:16][C:17]([CH2:20][C:21]2[CH:26]=[C:25]([C:27]3[CH:28]=[CH:29][C:30]([NH2:33])=[N:31][CH:32]=3)[O:23][N:22]=2)=[CH:18][CH:19]=1)[C:7]1[CH:12]=[CH:11][CH:10]=[CH:9][CH:8]=1. The yield is 0.129. (5) The reactants are Br[C:2]1[CH:3]=[C:4]([NH:10][C:11]2[CH:19]=[C:14]3[CH2:15][O:16][CH2:17][CH2:18][N:13]3[N:12]=2)[C:5](=[O:9])[N:6]([CH3:8])[CH:7]=1.[B:20]1([B:20]2[O:24][C:23]([CH3:26])([CH3:25])[C:22]([CH3:28])([CH3:27])[O:21]2)[O:24][C:23]([CH3:26])([CH3:25])[C:22]([CH3:28])([CH3:27])[O:21]1.C([O-])(=O)C.[K+]. The catalyst is C1C=CC(P(C2C=CC=CC=2)[C-]2C=CC=C2)=CC=1.C1C=CC(P(C2C=CC=CC=2)[C-]2C=CC=C2)=CC=1.Cl[Pd]Cl.[Fe+2].O1CCOCC1. The product is [N:12]1[N:13]2[C:14]([CH2:15][O:16][CH2:17][CH2:18]2)=[CH:19][C:11]=1[NH:10][C:4]1[C:5](=[O:9])[N:6]([CH3:8])[CH:7]=[C:2]([B:20]2[O:24][C:23]([CH3:26])([CH3:25])[C:22]([CH3:28])([CH3:27])[O:21]2)[CH:3]=1. The yield is 0.300.